This data is from Reaction yield outcomes from USPTO patents with 853,638 reactions. The task is: Predict the reaction yield, written as a fraction of the theoretical maximum amount of product (1.0 means a 100% yield; for example, 0.34 means a 34% yield). (1) The reactants are [F:1][C:2]([F:16])([F:15])[C:3]1[CH:14]=[CH:13][C:6]([CH2:7][CH:8]([C:11]#[N:12])[C:9]#[N:10])=[CH:5][CH:4]=1.[CH:17]([CH:19]=[CH2:20])=[O:18]. The catalyst is O1CCCC1. The product is [CH:17]([CH2:19][CH2:20][C:8]([CH2:7][C:6]1[CH:5]=[CH:4][C:3]([C:2]([F:15])([F:16])[F:1])=[CH:14][CH:13]=1)([C:11]#[N:12])[C:9]#[N:10])=[O:18]. The yield is 0.420. (2) The reactants are [O-:1][CH2:2][CH3:3].[Na+].Cl[C:6]1[CH:13]=[CH:12][C:9]([C:10]#[N:11])=[CH:8][N:7]=1. The catalyst is C(O)C. The product is [CH2:2]([O:1][C:6]1[CH:13]=[CH:12][C:9]([C:10]#[N:11])=[CH:8][N:7]=1)[CH3:3]. The yield is 0.830. (3) The reactants are C([O:3][C:4](=[O:19])[C:5]1[CH:10]=[C:9]([C:11]#[C:12][C:13]2[CH:18]=[CH:17][CH:16]=[CH:15][CH:14]=2)[CH:8]=[N:7][CH:6]=1)C.[OH-].[Na+]. The catalyst is CO.O. The product is [C:13]1([C:12]#[C:11][C:9]2[CH:8]=[N:7][CH:6]=[C:5]([CH:10]=2)[C:4]([OH:19])=[O:3])[CH:14]=[CH:15][CH:16]=[CH:17][CH:18]=1. The yield is 0.950.